This data is from Forward reaction prediction with 1.9M reactions from USPTO patents (1976-2016). The task is: Predict the product of the given reaction. The product is: [OH:28][CH:18]1[CH2:17][C:14]2([CH2:13][CH2:12][N:11]([C:9]([C:8]3[CH:29]=[CH:30][C:5]([O:4][CH:1]([CH3:3])[CH3:2])=[C:6]([CH3:31])[CH:7]=3)=[O:10])[CH2:16][CH2:15]2)[O:21][C:20]([C:22]2[CH:23]=[N:24][CH:25]=[CH:26][CH:27]=2)=[CH:19]1. Given the reactants [CH:1]([O:4][C:5]1[CH:30]=[CH:29][C:8]([C:9]([N:11]2[CH2:16][CH2:15][C:14]3([O:21][C:20]([C:22]4[CH:23]=[N:24][CH:25]=[CH:26][CH:27]=4)=[CH:19][C:18](=[O:28])[CH2:17]3)[CH2:13][CH2:12]2)=[O:10])=[CH:7][C:6]=1[CH3:31])([CH3:3])[CH3:2].[BH4-].[Na+].[Cl-].[NH4+], predict the reaction product.